This data is from Full USPTO retrosynthesis dataset with 1.9M reactions from patents (1976-2016). The task is: Predict the reactants needed to synthesize the given product. (1) Given the product [C:25]1([S:22]([N:18]2[C:19]3[C:15](=[C:14]4[CH2:31][NH:9][CH2:10][CH2:11][O:12][C:13]4=[CH:21][CH:20]=3)[CH:16]=[CH:17]2)(=[O:24])=[O:23])[CH:30]=[CH:29][CH:28]=[CH:27][CH:26]=1, predict the reactants needed to synthesize it. The reactants are: ClC(OC(Cl)C)=O.C[N:9]1[CH2:31][C:14]2=[C:15]3[C:19](=[CH:20][CH:21]=[C:13]2[O:12][CH2:11][CH2:10]1)[N:18]([S:22]([C:25]1[CH:30]=[CH:29][CH:28]=[CH:27][CH:26]=1)(=[O:24])=[O:23])[CH:17]=[CH:16]3.CN(C)C1C2C(=CC=CC=2N(C)C)C=CC=1.Cl.C(OCC)C. (2) Given the product [CH2:1]([N:8]1[CH2:9][CH:10]=[C:11]([C:15]2[CH:16]=[CH:17][C:18]([C:21]([F:24])([F:22])[F:23])=[CH:19][CH:20]=2)[CH2:12][CH2:13]1)[C:2]1[CH:3]=[CH:4][CH:5]=[CH:6][CH:7]=1, predict the reactants needed to synthesize it. The reactants are: [CH2:1]([N:8]1[CH2:13][CH2:12][C:11]([C:15]2[CH:20]=[CH:19][C:18]([C:21]([F:24])([F:23])[F:22])=[CH:17][CH:16]=2)(O)[CH2:10][CH2:9]1)[C:2]1[CH:7]=[CH:6][CH:5]=[CH:4][CH:3]=1. (3) Given the product [Br-:7].[CH2:3]([O:2][C:1]([NH:8][C:9]1[CH:14]=[CH:13][C:12]([C:15](=[O:42])[CH2:16][N+:17]23[CH2:22][CH2:21][CH:20]([CH2:23][CH2:24]2)[C@@H:19]([O:25][C:26](=[O:41])[C@@H:27]([C:35]2[CH:36]=[CH:37][CH:38]=[CH:39][CH:40]=2)[NH:28][C:29]2[CH:30]=[CH:31][CH:32]=[CH:33][CH:34]=2)[CH2:18]3)=[CH:11][CH:10]=1)=[O:5])[CH3:4], predict the reactants needed to synthesize it. The reactants are: [C:1](Cl)(=[O:5])[O:2][CH2:3][CH3:4].[Br-:7].[NH2:8][C:9]1[CH:14]=[CH:13][C:12]([C:15](=[O:42])[CH2:16][N+:17]23[CH2:24][CH2:23][CH:20]([CH2:21][CH2:22]2)[C@@H:19]([O:25][C:26](=[O:41])[C@@H:27]([C:35]2[CH:40]=[CH:39][CH:38]=[CH:37][CH:36]=2)[NH:28][C:29]2[CH:34]=[CH:33][CH:32]=[CH:31][CH:30]=2)[CH2:18]3)=[CH:11][CH:10]=1. (4) Given the product [OH:2][C:3]1[CH:4]=[CH:5][C:6]([CH2:9][C@H:10]([C:12]2[CH:13]=[CH:14][CH:15]=[CH:16][CH:17]=2)[CH3:11])=[CH:7][CH:8]=1, predict the reactants needed to synthesize it. The reactants are: C[O:2][C:3]1[CH:8]=[CH:7][C:6]([CH2:9][C@H:10]([C:12]2[CH:17]=[CH:16][CH:15]=[CH:14][CH:13]=2)[CH3:11])=[CH:5][CH:4]=1.Br. (5) Given the product [Cl:1][C:2]1[N:7]=[C:6]([NH:26][CH2:25][CH2:24][CH2:23][O:22][CH3:21])[C:5]([N+:9]([O-:11])=[O:10])=[CH:4][N:3]=1, predict the reactants needed to synthesize it. The reactants are: [Cl:1][C:2]1[N:7]=[C:6](Cl)[C:5]([N+:9]([O-:11])=[O:10])=[CH:4][N:3]=1.C(N(CC)C(C)C)(C)C.[CH3:21][O:22][CH2:23][CH2:24][CH2:25][NH2:26].